Task: Regression. Given two drug SMILES strings and cell line genomic features, predict the synergy score measuring deviation from expected non-interaction effect.. Dataset: NCI-60 drug combinations with 297,098 pairs across 59 cell lines (1) Drug 1: C1CN1C2=NC(=NC(=N2)N3CC3)N4CC4. Drug 2: COC1=CC(=CC(=C1O)OC)C2C3C(COC3=O)C(C4=CC5=C(C=C24)OCO5)OC6C(C(C7C(O6)COC(O7)C8=CC=CS8)O)O. Cell line: LOX IMVI. Synergy scores: CSS=57.5, Synergy_ZIP=-6.27, Synergy_Bliss=-3.64, Synergy_Loewe=2.86, Synergy_HSA=5.08. (2) Drug 1: COC1=C(C=C2C(=C1)N=CN=C2NC3=CC(=C(C=C3)F)Cl)OCCCN4CCOCC4. Drug 2: CC1=C(C(CCC1)(C)C)C=CC(=CC=CC(=CC(=O)O)C)C. Cell line: EKVX. Synergy scores: CSS=31.6, Synergy_ZIP=3.33, Synergy_Bliss=4.30, Synergy_Loewe=-0.799, Synergy_HSA=2.23. (3) Drug 1: CC1C(C(CC(O1)OC2CC(CC3=C2C(=C4C(=C3O)C(=O)C5=CC=CC=C5C4=O)O)(C(=O)C)O)N)O. Drug 2: CC1C(C(CC(O1)OC2CC(CC3=C2C(=C4C(=C3O)C(=O)C5=C(C4=O)C(=CC=C5)OC)O)(C(=O)CO)O)N)O.Cl. Cell line: MDA-MB-435. Synergy scores: CSS=52.6, Synergy_ZIP=-5.30, Synergy_Bliss=-2.63, Synergy_Loewe=-0.105, Synergy_HSA=0.886. (4) Drug 1: C1=CC(=C2C(=C1NCCNCCO)C(=O)C3=C(C=CC(=C3C2=O)O)O)NCCNCCO. Drug 2: C(CCl)NC(=O)N(CCCl)N=O. Cell line: SF-268. Synergy scores: CSS=23.5, Synergy_ZIP=-5.57, Synergy_Bliss=-8.82, Synergy_Loewe=-26.8, Synergy_HSA=-7.43. (5) Drug 1: CN(C)C1=NC(=NC(=N1)N(C)C)N(C)C. Drug 2: CCC1(C2=C(COC1=O)C(=O)N3CC4=CC5=C(C=CC(=C5CN(C)C)O)N=C4C3=C2)O.Cl. Cell line: RPMI-8226. Synergy scores: CSS=11.8, Synergy_ZIP=-5.47, Synergy_Bliss=3.27, Synergy_Loewe=-45.1, Synergy_HSA=-4.84. (6) Drug 1: C1=CC(=CC=C1CCC2=CNC3=C2C(=O)NC(=N3)N)C(=O)NC(CCC(=O)O)C(=O)O. Drug 2: CC1OCC2C(O1)C(C(C(O2)OC3C4COC(=O)C4C(C5=CC6=C(C=C35)OCO6)C7=CC(=C(C(=C7)OC)O)OC)O)O. Cell line: SF-268. Synergy scores: CSS=40.7, Synergy_ZIP=4.87, Synergy_Bliss=6.53, Synergy_Loewe=7.20, Synergy_HSA=9.59. (7) Drug 1: C1CCC(CC1)NC(=O)N(CCCl)N=O. Drug 2: N.N.Cl[Pt+2]Cl. Cell line: HOP-92. Synergy scores: CSS=24.3, Synergy_ZIP=-7.79, Synergy_Bliss=3.19, Synergy_Loewe=2.18, Synergy_HSA=3.76.